Dataset: CYP3A4 inhibition data for predicting drug metabolism from PubChem BioAssay. Task: Regression/Classification. Given a drug SMILES string, predict its absorption, distribution, metabolism, or excretion properties. Task type varies by dataset: regression for continuous measurements (e.g., permeability, clearance, half-life) or binary classification for categorical outcomes (e.g., BBB penetration, CYP inhibition). Dataset: cyp3a4_veith. The drug is COc1ccc(-c2nc3cnc(N4CCOCC4)nc3n(-c3ccc(OC)cc3)c2=O)cc1. The result is 0 (non-inhibitor).